From a dataset of Forward reaction prediction with 1.9M reactions from USPTO patents (1976-2016). Predict the product of the given reaction. (1) Given the reactants [NH:1]1[CH2:6][CH2:5][O:4][CH2:3][CH2:2]1.[I:7][C:8]1[CH:13]=[CH:12][C:11]([S:14](Cl)(=[O:16])=[O:15])=[CH:10][CH:9]=1, predict the reaction product. The product is: [I:7][C:8]1[CH:13]=[CH:12][C:11]([S:14]([N:1]2[CH2:6][CH2:5][O:4][CH2:3][CH2:2]2)(=[O:16])=[O:15])=[CH:10][CH:9]=1. (2) Given the reactants [C:1]([O:5][C:6]([NH:8][CH2:9][CH2:10][C:11]([N:13]([CH2:25]C(O)=O)[CH2:14][CH2:15][C:16]1[CH:21]=[CH:20][C:19]([N+:22]([O-:24])=[O:23])=[CH:18][CH:17]=1)=O)=[O:7])([CH3:4])([CH3:3])[CH3:2].[C:29]([C:35]([O:37][CH3:38])=[O:36])#[C:30][C:31]([O:33][CH3:34])=[O:32], predict the reaction product. The product is: [CH3:34][O:33][C:31]([C:30]1[C:29]([C:35]([O:37][CH3:38])=[O:36])=[CH:25][N:13]([CH2:14][CH2:15][C:16]2[CH:17]=[CH:18][C:19]([N+:22]([O-:24])=[O:23])=[CH:20][CH:21]=2)[C:11]=1[CH2:10][CH2:9][NH:8][C:6]([O:5][C:1]([CH3:4])([CH3:3])[CH3:2])=[O:7])=[O:32].